This data is from NCI-60 drug combinations with 297,098 pairs across 59 cell lines. The task is: Regression. Given two drug SMILES strings and cell line genomic features, predict the synergy score measuring deviation from expected non-interaction effect. (1) Drug 1: CC1=CC2C(CCC3(C2CCC3(C(=O)C)OC(=O)C)C)C4(C1=CC(=O)CC4)C. Drug 2: CN(CCCl)CCCl.Cl. Cell line: A498. Synergy scores: CSS=13.4, Synergy_ZIP=-2.04, Synergy_Bliss=3.76, Synergy_Loewe=1.93, Synergy_HSA=2.01. (2) Drug 1: CC1C(C(CC(O1)OC2CC(CC3=C2C(=C4C(=C3O)C(=O)C5=C(C4=O)C(=CC=C5)OC)O)(C(=O)C)O)N)O.Cl. Drug 2: CS(=O)(=O)CCNCC1=CC=C(O1)C2=CC3=C(C=C2)N=CN=C3NC4=CC(=C(C=C4)OCC5=CC(=CC=C5)F)Cl. Cell line: ACHN. Synergy scores: CSS=45.0, Synergy_ZIP=7.05, Synergy_Bliss=10.1, Synergy_Loewe=0.142, Synergy_HSA=10.7. (3) Drug 1: CC1=C(C=C(C=C1)NC(=O)C2=CC=C(C=C2)CN3CCN(CC3)C)NC4=NC=CC(=N4)C5=CN=CC=C5. Drug 2: C1CCC(C(C1)N)N.C(=O)(C(=O)[O-])[O-].[Pt+4]. Cell line: IGROV1. Synergy scores: CSS=16.7, Synergy_ZIP=-6.61, Synergy_Bliss=-4.54, Synergy_Loewe=-6.20, Synergy_HSA=-3.96. (4) Drug 1: CC(C1=C(C=CC(=C1Cl)F)Cl)OC2=C(N=CC(=C2)C3=CN(N=C3)C4CCNCC4)N. Drug 2: C(CCl)NC(=O)N(CCCl)N=O. Cell line: RPMI-8226. Synergy scores: CSS=23.6, Synergy_ZIP=3.39, Synergy_Bliss=8.24, Synergy_Loewe=-0.477, Synergy_HSA=3.08. (5) Drug 1: C1=CC=C(C=C1)NC(=O)CCCCCCC(=O)NO. Drug 2: CCC1(CC2CC(C3=C(CCN(C2)C1)C4=CC=CC=C4N3)(C5=C(C=C6C(=C5)C78CCN9C7C(C=CC9)(C(C(C8N6C)(C(=O)OC)O)OC(=O)C)CC)OC)C(=O)OC)O.OS(=O)(=O)O. Cell line: OVCAR-4. Synergy scores: CSS=2.31, Synergy_ZIP=-2.25, Synergy_Bliss=-2.68, Synergy_Loewe=-2.12, Synergy_HSA=-1.85. (6) Drug 1: CC1C(C(CC(O1)OC2CC(CC3=C2C(=C4C(=C3O)C(=O)C5=C(C4=O)C(=CC=C5)OC)O)(C(=O)CO)O)N)O.Cl. Drug 2: C1=CC(=C2C(=C1NCCNCCO)C(=O)C3=C(C=CC(=C3C2=O)O)O)NCCNCCO. Cell line: DU-145. Synergy scores: CSS=49.1, Synergy_ZIP=6.28, Synergy_Bliss=4.65, Synergy_Loewe=-12.6, Synergy_HSA=3.74. (7) Drug 1: CCCS(=O)(=O)NC1=C(C(=C(C=C1)F)C(=O)C2=CNC3=C2C=C(C=N3)C4=CC=C(C=C4)Cl)F. Drug 2: C1=C(C(=O)NC(=O)N1)F. Cell line: MCF7. Synergy scores: CSS=39.0, Synergy_ZIP=9.33, Synergy_Bliss=8.76, Synergy_Loewe=5.07, Synergy_HSA=7.86. (8) Drug 1: CC1=C2C(C(=O)C3(C(CC4C(C3C(C(C2(C)C)(CC1OC(=O)C(C(C5=CC=CC=C5)NC(=O)OC(C)(C)C)O)O)OC(=O)C6=CC=CC=C6)(CO4)OC(=O)C)OC)C)OC. Drug 2: C1CCC(CC1)NC(=O)N(CCCl)N=O. Cell line: OVCAR-8. Synergy scores: CSS=67.9, Synergy_ZIP=7.35, Synergy_Bliss=6.69, Synergy_Loewe=-0.166, Synergy_HSA=8.09. (9) Drug 1: CN(C)C1=NC(=NC(=N1)N(C)C)N(C)C. Drug 2: CC(C)NC(=O)C1=CC=C(C=C1)CNNC.Cl. Cell line: ACHN. Synergy scores: CSS=2.89, Synergy_ZIP=1.19, Synergy_Bliss=5.40, Synergy_Loewe=0.634, Synergy_HSA=1.36. (10) Drug 1: CC12CCC3C(C1CCC2=O)CC(=C)C4=CC(=O)C=CC34C. Drug 2: C1C(C(OC1N2C=NC3=C2NC=NCC3O)CO)O. Cell line: UACC62. Synergy scores: CSS=10.9, Synergy_ZIP=-0.271, Synergy_Bliss=-1.95, Synergy_Loewe=-2.23, Synergy_HSA=-1.99.